From a dataset of Aqueous solubility values for 9,982 compounds from the AqSolDB database. Regression/Classification. Given a drug SMILES string, predict its absorption, distribution, metabolism, or excretion properties. Task type varies by dataset: regression for continuous measurements (e.g., permeability, clearance, half-life) or binary classification for categorical outcomes (e.g., BBB penetration, CYP inhibition). For this dataset (solubility_aqsoldb), we predict Y. (1) The drug is Cc1ncc2nccnc2n1. The Y is -0.119 log mol/L. (2) The molecule is CCC(=O)/C=C/C1C(C)=CCCC1(C)C. The Y is -3.99 log mol/L. (3) The molecule is O=C(O)c1ccccc1C(=O)Nc1cccc2ccccc12. The Y is -3.16 log mol/L. (4) The drug is CC(=O)Nc1ccc(N/N=C2\C=C(C)C=CC2=O)cc1. The Y is -5.36 log mol/L. (5) The drug is COCC1COc2cc3ncnc(Nc4cccc(Br)c4)c3cc2O1. The Y is -3.22 log mol/L. (6) The drug is O=C1C=CC(=NNc2ccc(N=Nc3ccccc3)c3ccccc23)C=C1. The Y is -6.01 log mol/L. (7) The molecule is Cc1ccc(OCC(=O)NC2C(=O)N3C2SC(C)(C)C3C(=O)O)cc1. The Y is -3.15 log mol/L. (8) The drug is NS(=O)(=O)c1nnc(NS(=O)(=O)c2ccccc2)s1. The Y is -2.90 log mol/L.